From a dataset of Full USPTO retrosynthesis dataset with 1.9M reactions from patents (1976-2016). Predict the reactants needed to synthesize the given product. (1) Given the product [N:7]1([C:13]2[CH:22]=[C:17]([CH2:18][OH:19])[CH:16]=[N:15][CH:14]=2)[CH2:12][CH2:11][O:10][CH2:9][CH2:8]1, predict the reactants needed to synthesize it. The reactants are: [H-].[H-].[H-].[H-].[Li+].[Al+3].[N:7]1([C:13]2[CH:14]=[N:15][CH:16]=[C:17]([CH:22]=2)[C:18](OC)=[O:19])[CH2:12][CH2:11][O:10][CH2:9][CH2:8]1. (2) Given the product [F:29][C:17]([F:16])([F:28])[C:18]([C:20]1[N:21]=[CH:22][N:23]2[CH:27]=[C:26]([Sn:34]([CH2:35][CH2:36][CH2:37][CH3:38])([CH2:39][CH2:40][CH2:41][CH3:42])[CH2:30][CH2:31][CH2:32][CH3:33])[S:25][C:24]=12)=[O:19], predict the reactants needed to synthesize it. The reactants are: C[Si]([N-][Si](C)(C)C)(C)C.[Li+].C1COCC1.[F:16][C:17]([F:29])([F:28])[C:18]([C:20]1[N:21]=[CH:22][N:23]2[CH:27]=[CH:26][S:25][C:24]=12)=[O:19].[CH2:30]([Sn:34](Cl)([CH2:39][CH2:40][CH2:41][CH3:42])[CH2:35][CH2:36][CH2:37][CH3:38])[CH2:31][CH2:32][CH3:33].[Cl-].[NH4+]. (3) Given the product [N+:9]([C:3]1[CH:4]=[C:5]([OH:8])[CH:6]=[CH:7][C:2]=1[C:18]1[CH:23]=[CH:22][CH:21]=[CH:20][CH:19]=1)([O-:11])=[O:10], predict the reactants needed to synthesize it. The reactants are: I[C:2]1[CH:7]=[CH:6][C:5]([OH:8])=[CH:4][C:3]=1[N+:9]([O-:11])=[O:10].C(=O)([O-])[O-].[K+].[K+].[C:18]1(B(O)O)[CH:23]=[CH:22][CH:21]=[CH:20][CH:19]=1. (4) Given the product [CH3:4][N:5]([CH:8]=[O:1])[CH3:6].[CH3:10][N:12]([CH3:15])[CH:13]=[O:1], predict the reactants needed to synthesize it. The reactants are: [OH2:1].O.C[CH2:4][N:5]([CH2:8]C)[CH2:6]C.[CH2:10]([N:12]([CH2:15]C)[CH2:13]C)C. (5) Given the product [F:33][C:28]1[C:29]([O:19][C:16]2[CH:17]=[C:18]3[C:13](=[CH:14][CH:15]=2)[N:12]=[CH:11][N:10]=[C:9]3[NH:8][C:5]2[CH:4]=[N:3][C:2]([CH3:1])=[CH:7][N:6]=2)=[N:30][CH:31]=[C:26]([O:25][CH2:24][CH2:23][N:37]2[CH2:41][CH2:40][CH2:39][CH2:38]2)[CH:27]=1, predict the reactants needed to synthesize it. The reactants are: [CH3:1][C:2]1[N:3]=[CH:4][C:5]([NH:8][C:9]2[C:18]3[C:13](=[CH:14][CH:15]=[C:16]([OH:19])[CH:17]=3)[N:12]=[CH:11][N:10]=2)=[N:6][CH:7]=1.C(O[CH:23](OCC)[CH2:24][O:25][C:26]1[CH:27]=[C:28]([F:33])[C:29](F)=[N:30][CH:31]=1)C.[NH:37]1[CH2:41][CH2:40][CH2:39][CH2:38]1. (6) Given the product [O:9]=[C:7]([CH2:6][C:3]1[CH:4]=[CH:5][S:1][CH:2]=1)[CH2:10][C:11]([O:12][CH2:13][CH3:15])=[O:18], predict the reactants needed to synthesize it. The reactants are: [S:1]1[CH:5]=[CH:4][C:3]([CH2:6][C:7]([OH:9])=O)=[CH:2]1.[CH3:10][C:11]1(C)[O:18]C(=O)[CH2:15][C:13](=O)[O:12]1.C1CCC(N=C=NC2CCCCC2)CC1. (7) Given the product [Br:19][C:20]1[N:24]([CH:25]([CH3:27])[CH3:26])[C:23]2[CH:28]([C:41]3[CH:42]=[CH:43][C:44]([Cl:47])=[CH:45][CH:46]=3)[N:29]([C:32]3[CH:37]=[C:36]([Cl:38])[C:35](=[O:39])[N:34]([CH3:33])[C:5]=3[F:8])[C:30](=[O:31])[C:22]=2[CH:21]=1, predict the reactants needed to synthesize it. The reactants are: [O-]S([C:5]([F:8])(F)F)(=O)=O.F[N+]1C(C)=CC(C)=CC=1C.[Br:19][C:20]1[N:24]([CH:25]([CH3:27])[CH3:26])[C:23]2[CH:28]([C:41]3[CH:46]=[CH:45][C:44]([Cl:47])=[CH:43][CH:42]=3)[N:29]([C:32]3[CH:37]=[C:36]([Cl:38])[C:35](=[O:39])[N:34](C)[CH:33]=3)[C:30](=[O:31])[C:22]=2[CH:21]=1.S([O-])([O-])=O.[Na+].[Na+].